This data is from Retrosynthesis with 50K atom-mapped reactions and 10 reaction types from USPTO. The task is: Predict the reactants needed to synthesize the given product. (1) Given the product CC(C)N(C(=O)c1ccc(OCCCCCOc2ccc(C=NN)cc2)cc1OC(C)(C)C(=O)O)C(C)C, predict the reactants needed to synthesize it. The reactants are: CCOC(=O)C(C)(C)Oc1cc(OCCCCCOc2ccc(C=NN)cc2)ccc1C(=O)N(C(C)C)C(C)C. (2) Given the product Cc1nc2c(OCc3c(F)cccc3F)cccn2c1C(=O)NCCCCCCCC(=O)O, predict the reactants needed to synthesize it. The reactants are: COC(=O)CCCCCCCNC(=O)c1c(C)nc2c(OCc3c(F)cccc3F)cccn12. (3) Given the product Fc1ccc(Oc2cc3[nH]c(C(F)(F)C(F)(F)F)nc3cc2Cl)c(F)c1, predict the reactants needed to synthesize it. The reactants are: Nc1cc(Cl)c(Oc2ccc(F)cc2F)cc1N.O=C(O)C(F)(F)C(F)(F)F. (4) Given the product CCc1cnc(N2CCC(n3cc(COc4ccc(-n5cnnn5)cc4F)c(C(F)(F)F)n3)CC2)nc1, predict the reactants needed to synthesize it. The reactants are: CCc1cnc(N2CCC(n3cc(COS(C)(=O)=O)c(C(F)(F)F)n3)CC2)nc1.Oc1ccc(-n2cnnn2)cc1F. (5) Given the product O=CCCn1ncc2ccc(NC(=O)Cc3ccc(Oc4ccccc4)cc3)cc21, predict the reactants needed to synthesize it. The reactants are: COC(CCn1ncc2ccc(NC(=O)Cc3ccc(Oc4ccccc4)cc3)cc21)OC. (6) Given the product Cc1cc2c(cnn2-c2ccc(F)cc2)cc1CC(C)(C)C(=O)O, predict the reactants needed to synthesize it. The reactants are: COC(=O)C(C)(C)Cc1cc2cnn(-c3ccc(F)cc3)c2cc1C.